From a dataset of Reaction yield outcomes from USPTO patents with 853,638 reactions. Predict the reaction yield, written as a fraction of the theoretical maximum amount of product (1.0 means a 100% yield; for example, 0.34 means a 34% yield). (1) The reactants are O1CC[O:3][CH:2]1[C:6]1[CH:7]=[C:8]([C:13]2[N:18]=[C:17]([CH3:19])[N:16]=[C:15]([N:20]([CH2:30][C:31]3[CH:36]=[CH:35][C:34]([O:37][CH3:38])=[CH:33][CH:32]=3)[CH2:21][C:22]3[CH:27]=[CH:26][C:25]([O:28][CH3:29])=[CH:24][CH:23]=3)[N:14]=2)[C:9](F)=[N:10][CH:11]=1.N#N.[CH3:41][O:42][C:43]1[N:48]=[CH:47][C:46]([NH2:49])=[CH:45][CH:44]=1.[Li+].C[Si]([N-][Si](C)(C)C)(C)C. The catalyst is C1C=CC=CC=1.C1COCC1.C(Cl)Cl. The product is [CH3:29][O:28][C:25]1[CH:24]=[CH:23][C:22]([CH2:21][N:20]([CH2:30][C:31]2[CH:36]=[CH:35][C:34]([O:37][CH3:38])=[CH:33][CH:32]=2)[C:15]2[N:16]=[C:17]([CH3:19])[N:18]=[C:13]([C:8]3[C:9]([NH:49][C:46]4[CH:47]=[N:48][C:43]([O:42][CH3:41])=[CH:44][CH:45]=4)=[N:10][CH:11]=[C:6]([CH:7]=3)[CH:2]=[O:3])[N:14]=2)=[CH:27][CH:26]=1. The yield is 0.610. (2) The reactants are [OH:1][C:2]1[CH:7]=[CH:6][C:5]([C:8](=[O:13])[CH2:9][C:10](=[O:12])[CH3:11])=[CH:4][C:3]=1[O:14][CH3:15].C[C:17]([C:19]1[CH:24]=[CH:23][C:22]([OH:25])=[C:21]([O:26][CH3:27])[CH:20]=1)=O.[H-].[Na+].CC(C)(C)C(=O)CC(=O)C. The catalyst is C(OCC)(=O)C. The product is [OH:1][C:2]1[CH:7]=[CH:6][C:5]([C:8](=[O:13])[CH2:9][C:10](=[O:12])/[CH:11]=[CH:17]/[C:19]2[CH:24]=[CH:23][C:22]([OH:25])=[C:21]([O:26][CH3:27])[CH:20]=2)=[CH:4][C:3]=1[O:14][CH3:15]. The yield is 0.390. (3) The reactants are CC(C1C=C(C(C)C)C(C2C(P(C3CCCCC3)C3CCCCC3)=C(OC)C=CC=2OC)=C(C(C)C)C=1)C.Cl[C:40]1[C:45]([Cl:46])=[CH:44][CH:43]=[CH:42][N:41]=1.[NH2:47][C:48]1[CH:71]=[CH:70][C:51]2[O:52][CH2:53][CH2:54][C@@H:55]3[CH2:60][S:59][C:58]([NH:61][C:62](=[O:68])[O:63][C:64]([CH3:67])([CH3:66])[CH3:65])=[N:57][C@:56]3([CH3:69])[C:50]=2[CH:49]=1.[Li+].C[Si]([N-][Si](C)(C)C)(C)C. The catalyst is CC(C1C=C(C(C)C)C(C2C(P(C3CCCCC3)C3CCCCC3)=C(OC)C=CC=2OC)=C(C(C)C)C=1)C.C1C=[C-]C(CCN)=CC=1.Cl[Pd+]. The product is [Cl:46][C:45]1[C:40]([NH:47][C:48]2[CH:71]=[CH:70][C:51]3[O:52][CH2:53][CH2:54][C@@H:55]4[CH2:60][S:59][C:58]([NH:61][C:62](=[O:68])[O:63][C:64]([CH3:65])([CH3:66])[CH3:67])=[N:57][C@:56]4([CH3:69])[C:50]=3[CH:49]=2)=[N:41][CH:42]=[CH:43][CH:44]=1. The yield is 0.990. (4) The reactants are [F:1][C:2]([F:29])([F:28])[C:3]1[CH:27]=[CH:26][C:6]([CH2:7][NH:8][CH2:9][C:10]2[CH:25]=[CH:24][C:13]([C:14]([O:16][CH2:17][C:18]3[CH:23]=[CH:22][CH:21]=[CH:20][CH:19]=3)=[O:15])=[CH:12][CH:11]=2)=[CH:5][CH:4]=1.C(N(CC)CC)C.[C:37](O[C:37]([O:39][C:40]([CH3:43])([CH3:42])[CH3:41])=[O:38])([O:39][C:40]([CH3:43])([CH3:42])[CH3:41])=[O:38].O. The catalyst is C(Cl)Cl. The product is [C:40]([O:39][C:37]([N:8]([CH2:9][C:10]1[CH:25]=[CH:24][C:13]([C:14]([O:16][CH2:17][C:18]2[CH:23]=[CH:22][CH:21]=[CH:20][CH:19]=2)=[O:15])=[CH:12][CH:11]=1)[CH2:7][C:6]1[CH:26]=[CH:27][C:3]([C:2]([F:28])([F:29])[F:1])=[CH:4][CH:5]=1)=[O:38])([CH3:43])([CH3:42])[CH3:41]. The yield is 0.960. (5) The reactants are [CH2:1]([C:3]1[N:4]=[C:5]([CH:10]([CH3:12])[CH3:11])[S:6][C:7]=1[CH2:8][OH:9])[CH3:2].C[N+]1([O-])CCOCC1. The catalyst is ClCCl.CCC[N+](CCC)(CCC)CCC.[O-][Ru](=O)(=O)=O. The product is [CH2:1]([C:3]1[N:4]=[C:5]([CH:10]([CH3:11])[CH3:12])[S:6][C:7]=1[CH:8]=[O:9])[CH3:2]. The yield is 0.320. (6) The reactants are N[C:2]1[S:3][C:4]([I:11])=[C:5]([C:7]([O:9][CH3:10])=[O:8])[N:6]=1.N(OC(C)(C)C)=O.[NH4+].[Cl-:20]. The catalyst is C(#N)C.Cl[Cu]. The product is [Cl:20][C:2]1[S:3][C:4]([I:11])=[C:5]([C:7]([O:9][CH3:10])=[O:8])[N:6]=1. The yield is 0.780. (7) The reactants are Br[C:2]1[CH:7]=[CH:6][CH:5]=[C:4]([C:8]([CH3:13])([CH3:12])[CH2:9][O:10][CH3:11])[CH:3]=1.[CH3:14][Si:15]([C:18]#[CH:19])([CH3:17])[CH3:16]. The catalyst is CC#N.CCN(CC)CC.Cl[Pd](Cl)([P](C1C=CC=CC=1)(C1C=CC=CC=1)C1C=CC=CC=1)[P](C1C=CC=CC=1)(C1C=CC=CC=1)C1C=CC=CC=1.[Cu]I. The product is [CH3:11][O:10][CH2:9][C:8]([C:4]1[CH:3]=[C:2]([C:19]#[C:18][Si:15]([CH3:17])([CH3:16])[CH3:14])[CH:7]=[CH:6][CH:5]=1)([CH3:13])[CH3:12]. The yield is 0.890. (8) The reactants are [C:1]([O:5][C:6]([NH:8][CH2:9][CH:10]([CH2:12]S([O-])(=O)=O)C)=[O:7])([CH3:4])([CH3:3])[CH3:2].[N-:17]=[N+:18]=[N-:19].[Na+]. The catalyst is CN(C=O)C.O. The product is [N:17]([CH:10]([CH3:12])[CH2:9][NH:8][C:6](=[O:7])[O:5][C:1]([CH3:4])([CH3:3])[CH3:2])=[N+:18]=[N-:19]. The yield is 0.886. (9) The reactants are Br[CH2:2][CH2:3][CH2:4][N:5]1[C:9]2[CH:10]=[CH:11][CH:12]=[CH:13][C:8]=2[N:7]([C:14]2[CH:19]=[CH:18][C:17]([F:20])=[C:16]([F:21])[CH:15]=2)[S:6]1(=[O:23])=[O:22].C(O)C.[CH3:27][NH2:28]. No catalyst specified. The product is [F:21][C:16]1[CH:15]=[C:14]([N:7]2[C:8]3[CH:13]=[CH:12][CH:11]=[CH:10][C:9]=3[N:5]([CH2:4][CH2:3][CH2:2][NH:28][CH3:27])[S:6]2(=[O:23])=[O:22])[CH:19]=[CH:18][C:17]=1[F:20]. The yield is 0.780.